Dataset: Full USPTO retrosynthesis dataset with 1.9M reactions from patents (1976-2016). Task: Predict the reactants needed to synthesize the given product. (1) The reactants are: C[O:2][C:3](=[O:32])[CH2:4][CH2:5][C:6]([N+:29]([O-:31])=[O:30])([C:8]1[CH:17]=[CH:16][C:15]2[C:10](=[CH:11][CH:12]=[C:13]([O:18][C@H:19]3[CH2:24][CH2:23][C@H:22]([C:25]([F:28])([F:27])[F:26])[CH2:21][CH2:20]3)[CH:14]=2)[CH:9]=1)[CH3:7].[OH-].[Li+].O. Given the product [N+:29]([C:6]([C:8]1[CH:17]=[CH:16][C:15]2[C:10](=[CH:11][CH:12]=[C:13]([O:18][C@H:19]3[CH2:20][CH2:21][C@H:22]([C:25]([F:26])([F:27])[F:28])[CH2:23][CH2:24]3)[CH:14]=2)[CH:9]=1)([CH3:7])[CH2:5][CH2:4][C:3]([OH:32])=[O:2])([O-:31])=[O:30], predict the reactants needed to synthesize it. (2) Given the product [CH2:7]([NH:18][CH2:19][CH2:20][OH:21])[CH2:8][CH2:9][CH2:10][CH2:11][CH2:12][CH2:13][CH2:14][CH2:15][CH3:16], predict the reactants needed to synthesize it. The reactants are: [H-].[H-].[H-].[H-].[Li+].[Al+3].[C:7]([NH:18][CH2:19][C:20](OC)=[O:21])(=O)[CH2:8][CH2:9][CH2:10][CH2:11][CH2:12][CH2:13][CH2:14][CH2:15][CH3:16].O.[OH-].[Na+]. (3) Given the product [CH2:1]([O:3][C:4](=[O:35])[NH:5][C:6]1[N:15]([CH2:16][C:17]2[CH:22]=[CH:21][C:20]([OH:23])=[C:19]([O:33][CH3:34])[CH:18]=2)[C:9]2=[N:10][CH:11]=[C:12]([I:14])[CH:13]=[C:8]2[N:7]=1)[CH3:2], predict the reactants needed to synthesize it. The reactants are: [CH2:1]([O:3][C:4](=[O:35])[NH:5][C:6]1[N:15]([CH2:16][C:17]2[CH:22]=[CH:21][C:20]([O:23]CC3C=CC(OC)=CC=3)=[C:19]([O:33][CH3:34])[CH:18]=2)[C:9]2=[N:10][CH:11]=[C:12]([I:14])[CH:13]=[C:8]2[N:7]=1)[CH3:2].FC(F)(F)C(O)=O.C(=O)([O-])[O-].[K+].[K+]. (4) The reactants are: [CH3:1][O:2][C:3]1[CH:4]=[C:5]([C:11]2[C:16]([C:17]3[C:22]([F:23])=[CH:21][C:20]([F:24])=[CH:19][C:18]=3[F:25])=[C:15]([CH3:26])[N:14]=[N:13][C:12]=2[C:27](=[O:29])[CH3:28])[CH:6]=[C:7]([O:9][CH3:10])[CH:8]=1.[CH3:30][Mg]Cl. Given the product [CH3:10][O:9][C:7]1[CH:6]=[C:5]([C:11]2[C:16]([C:17]3[C:18]([F:25])=[CH:19][C:20]([F:24])=[CH:21][C:22]=3[F:23])=[C:15]([CH3:26])[N:14]=[N:13][C:12]=2[C:27]([CH3:30])([CH3:28])[OH:29])[CH:4]=[C:3]([O:2][CH3:1])[CH:8]=1, predict the reactants needed to synthesize it. (5) Given the product [CH3:8][O:9][CH:4]1[CH2:5][S:1](=[O:7])(=[O:6])[NH:2][CH2:3]1, predict the reactants needed to synthesize it. The reactants are: [S:1]1(=[O:7])(=[O:6])[CH:5]=[CH:4][CH2:3][NH:2]1.[CH3:8][O-:9].[Na+]. (6) Given the product [CH2:12]([O:19][C:20](=[O:26])[C@@H:21]([NH:22][CH2:50][C:47]1[CH:48]=[CH:49][C:44]([C:39]2[CH:40]=[CH:41][CH:42]=[CH:43][C:38]=2[C:37]2[NH:33][N:34]=[N:35][N:36]=2)=[CH:45][CH:46]=1)[CH:23]([CH3:24])[CH3:25])[C:13]1[CH:18]=[CH:17][CH:16]=[CH:15][CH:14]=1, predict the reactants needed to synthesize it. The reactants are: S(C1C=CC(C)=CC=1)(O)(=O)=O.[CH2:12]([O:19][C:20](=[O:26])[C@H:21]([CH:23]([CH3:25])[CH3:24])[NH2:22])[C:13]1[CH:18]=[CH:17][CH:16]=[CH:15][CH:14]=1.C(=O)([O-])[O-].[Na+].[Na+].[NH:33]1[C:37]([C:38]2[CH:43]=[CH:42][CH:41]=[CH:40][C:39]=2[C:44]2[CH:49]=[CH:48][C:47]([CH:50]=O)=[CH:46][CH:45]=2)=[N:36][N:35]=[N:34]1.C(N(C(C)C)C(C)C)C.[BH4-].[Na+]. (7) The reactants are: [Si:1]([O:8][C:9]1[CH:10]=[CH:11][CH:12]=[C:13]2[C:18]=1[N:17]=[C:16](/[CH:19]=[N:20]/[N:21]=[C:22]1\[NH:23][CH:24]=[CH:25][C:26]([I:28])=[CH:27]\1)[CH:15]=[CH:14]2)([C:4]([CH3:7])([CH3:6])[CH3:5])([CH3:3])[CH3:2].C(O)(=O)C.C(O)(=O)C.IC1C=CC=CC=1. Given the product [Si:1]([O:8][C:9]1[CH:10]=[CH:11][CH:12]=[C:13]2[C:18]=1[N:17]=[C:16]([C:19]1[N:23]3[CH:24]=[CH:25][C:26]([I:28])=[CH:27][C:22]3=[N:21][N:20]=1)[CH:15]=[CH:14]2)([C:4]([CH3:7])([CH3:5])[CH3:6])([CH3:3])[CH3:2], predict the reactants needed to synthesize it.